From a dataset of Forward reaction prediction with 1.9M reactions from USPTO patents (1976-2016). Predict the product of the given reaction. (1) Given the reactants [CH2:1]([O:3][P:4]([O:19][CH2:20][CH3:21])([O:6][C:7]1[CH:12]=[CH:11][C:10](/[C:13](/[CH3:18])=[CH:14]/[C:15]([OH:17])=[O:16])=[CH:9][CH:8]=1)=[O:5])[CH3:2].[Cl:22][C:23]1[C:28](O)=[C:27]([Cl:30])[C:26]([Cl:31])=[C:25]([Cl:32])[C:24]=1[Cl:33].C1CCC(N=C=NC2CCCCC2)CC1, predict the reaction product. The product is: [CH2:1]([O:3][P:4]([O:19][CH2:20][CH3:21])([O:6][C:7]1[CH:8]=[CH:9][C:10](/[C:13](/[CH3:18])=[CH:14]/[C:15]([O:17][C:28]2[C:27]([Cl:30])=[C:26]([Cl:31])[C:25]([Cl:32])=[C:24]([Cl:33])[C:23]=2[Cl:22])=[O:16])=[CH:11][CH:12]=1)=[O:5])[CH3:2]. (2) Given the reactants [Cl:1][C:2]1[CH:8]=[CH:7][C:5]([NH2:6])=[CH:4][CH:3]=1.C(N(CC)CC)C.Cl[C:17](=[O:23])[C:18]([O:20][CH2:21][CH3:22])=[O:19].C(=O)([O-])O.[Na+], predict the reaction product. The product is: [CH2:21]([O:20][C:18](=[O:19])[C:17]([NH:6][C:5]1[CH:7]=[CH:8][C:2]([Cl:1])=[CH:3][CH:4]=1)=[O:23])[CH3:22]. (3) Given the reactants [CH3:1][NH:2][CH2:3][CH:4]([CH3:6])[CH3:5].C(N(CC)CC)C.Cl.[F:15][C:16]([F:50])([F:49])[C:17]1[CH:22]=[C:21]([C:23]2[CH:28]=[CH:27][C:26]([C:29]([F:32])([F:31])[F:30])=[CH:25][CH:24]=2)[N:20]=[C:19]([C:33]2[CH:38]=[CH:37][N:36]=[C:35]([C:39]3[CH:40]=[C:41]([S:45](Cl)(=[O:47])=[O:46])[CH:42]=[CH:43][CH:44]=3)[CH:34]=2)[N:18]=1, predict the reaction product. The product is: [CH2:3]([N:2]([CH3:1])[S:45]([C:41]1[CH:42]=[CH:43][CH:44]=[C:39]([C:35]2[CH:34]=[C:33]([C:19]3[N:18]=[C:17]([C:16]([F:15])([F:49])[F:50])[CH:22]=[C:21]([C:23]4[CH:28]=[CH:27][C:26]([C:29]([F:32])([F:30])[F:31])=[CH:25][CH:24]=4)[N:20]=3)[CH:38]=[CH:37][N:36]=2)[CH:40]=1)(=[O:46])=[O:47])[CH:4]([CH3:6])[CH3:5]. (4) Given the reactants Br[C:2]1[CH:7]=[C:6]([F:8])[C:5]([C:9]([N:11]2[CH2:16][CH2:15][N:14]([C:17]3[C:22]([CH3:23])=[CH:21][C:20]([CH3:24])=[CH:19][N:18]=3)[CH2:13][CH2:12]2)=[O:10])=[C:4]([F:25])[CH:3]=1.[C:26]([N:29]1[CH2:33][CH2:32][NH:31][C:30]1=[O:34])(=[O:28])[CH3:27], predict the reaction product. The product is: [C:26]([N:29]1[CH2:33][CH2:32][N:31]([C:2]2[CH:7]=[C:6]([F:8])[C:5]([C:9]([N:11]3[CH2:16][CH2:15][N:14]([C:17]4[C:22]([CH3:23])=[CH:21][C:20]([CH3:24])=[CH:19][N:18]=4)[CH2:13][CH2:12]3)=[O:10])=[C:4]([F:25])[CH:3]=2)[C:30]1=[O:34])(=[O:28])[CH3:27]. (5) Given the reactants Br[C:2]1[CH:35]=[CH:34][C:5]([CH2:6][CH2:7][NH:8][C:9]([C:11]2[CH:33]=[CH:32][C:14]([O:15][C:16]3[CH:25]=[C:24]4[C:19]([CH:20]([C:26]([O:28][CH2:29][CH3:30])=[O:27])[CH2:21][CH2:22][O:23]4)=[CH:18][C:17]=3[Cl:31])=[CH:13][CH:12]=2)=[O:10])=[CH:4][CH:3]=1.P([O-])([O-])([O-])=O.[K+].[K+].[K+].C1(P([CH:57]2[CH2:62][CH2:61]CCC2)C2CCCCC2)CCCCC1.C1(B(O)O)CC1, predict the reaction product. The product is: [Cl:31][C:17]1[CH:18]=[C:19]2[C:24](=[CH:25][C:16]=1[O:15][C:14]1[CH:32]=[CH:33][C:11]([C:9](=[O:10])[NH:8][CH2:7][CH2:6][C:5]3[CH:34]=[CH:35][C:2]([CH:61]4[CH2:62][CH2:57]4)=[CH:3][CH:4]=3)=[CH:12][CH:13]=1)[O:23][CH2:22][CH2:21][CH:20]2[C:26]([O:28][CH2:29][CH3:30])=[O:27]. (6) Given the reactants [C:1]([NH:4][C:5]1[CH:22]=[CH:21][C:8]2[CH2:9][CH2:10][N:11]([C:14]([O:16][C:17]([CH3:20])([CH3:19])[CH3:18])=[O:15])[CH2:12][CH2:13][C:7]=2[CH:6]=1)(=[S:3])[CH3:2].[OH-].[Na+], predict the reaction product. The product is: [CH3:2][C:1]1[S:3][C:22]2[C:5]([N:4]=1)=[CH:6][C:7]1[CH2:13][CH2:12][N:11]([C:14]([O:16][C:17]([CH3:18])([CH3:20])[CH3:19])=[O:15])[CH2:10][CH2:9][C:8]=1[CH:21]=2.